The task is: Predict the product of the given reaction.. This data is from Forward reaction prediction with 1.9M reactions from USPTO patents (1976-2016). The product is: [CH2:2]([N:11]1[C:12]2[C:8](=[C:7]([CH3:6])[CH:15]=[C:14]([N+:16]([O-:18])=[O:17])[CH:13]=2)[CH:9]=[N:10]1)[CH3:3].[CH2:2]([N:10]1[CH:9]=[C:8]2[C:12]([CH:13]=[C:14]([N+:16]([O-:18])=[O:17])[CH:15]=[C:7]2[CH3:6])=[N:11]1)[CH3:3]. Given the reactants I[CH2:2][CH3:3].[H-].[Na+].[CH3:6][C:7]1[CH:15]=[C:14]([N+:16]([O-:18])=[O:17])[CH:13]=[C:12]2[C:8]=1[CH:9]=[N:10][NH:11]2, predict the reaction product.